From a dataset of Catalyst prediction with 721,799 reactions and 888 catalyst types from USPTO. Predict which catalyst facilitates the given reaction. (1) Reactant: [C:1]([C:3]1[CH:4]=[C:5]([CH:39]=[CH:40][CH:41]=1)[CH2:6][N:7]([CH:18]1[CH2:23][CH2:22][N:21]([CH:24]([CH3:38])[CH2:25][CH2:26][NH:27][C:28]([C:30]2[C:31]([CH3:37])=[N:32][CH:33]=[N:34][C:35]=2[CH3:36])=[O:29])[CH2:20][CH2:19]1)[C:8]1[CH:13]=[CH:12][C:11]([O:14]C(=O)C)=[CH:10][CH:9]=1)#[N:2].C([O-])([O-])=O.[K+].[K+].Br[CH2:49][C:50]([O:52][CH3:53])=[O:51]. Product: [CH3:53][O:52][C:50](=[O:51])[CH2:49][O:14][C:11]1[CH:10]=[CH:9][C:8]([N:7]([CH2:6][C:5]2[CH:39]=[CH:40][CH:41]=[C:3]([C:1]#[N:2])[CH:4]=2)[CH:18]2[CH2:23][CH2:22][N:21]([CH:24]([CH3:38])[CH2:25][CH2:26][NH:27][C:28]([C:30]3[C:31]([CH3:37])=[N:32][CH:33]=[N:34][C:35]=3[CH3:36])=[O:29])[CH2:20][CH2:19]2)=[CH:13][CH:12]=1. The catalyst class is: 3. (2) Reactant: [F:1][C:2]1[C:7]([F:8])=[CH:6][C:5]([OH:9])=[C:4]([O:10][CH3:11])[CH:3]=1.C(N(CC)C(C)C)(C)C.[Si:21](Cl)([C:24]([CH3:27])([CH3:26])[CH3:25])([CH3:23])[CH3:22].CN(C1C=CC=CN=1)C.[SiH4]. Product: [C:24]([Si:21]([O:9][C:5]1[CH:6]=[C:7]([F:8])[C:2]([F:1])=[CH:3][C:4]=1[O:10][CH3:11])([CH3:23])[CH3:22])([CH3:27])([CH3:26])[CH3:25]. The catalyst class is: 2.